From a dataset of Catalyst prediction with 721,799 reactions and 888 catalyst types from USPTO. Predict which catalyst facilitates the given reaction. (1) Reactant: [NH:1]1[CH2:6][CH2:5][CH2:4][CH2:3][CH:2]1[CH2:7][OH:8].[CH:9](=O)[C:10]1[CH:15]=[CH:14][CH:13]=[CH:12][CH:11]=1.[BH3-]C#N.[Na+]. Product: [CH2:9]([N:1]1[CH2:6][CH2:5][CH2:4][CH2:3][CH:2]1[CH2:7][OH:8])[C:10]1[CH:15]=[CH:14][CH:13]=[CH:12][CH:11]=1. The catalyst class is: 11. (2) Reactant: [ClH:1].CC(C)=O.[F:6][C:7]1([F:56])[CH2:12][CH2:11][CH:10]([C:13]2[C:22]3[C@@H:21]([OH:23])[CH2:20][C:19]([CH3:25])([CH3:24])[CH2:18][C:17]=3[N:16]=[C:15]([CH:26]3[CH2:31][CH2:30][N:29]([C:32]4[N:37]=[CH:36][C:35]([O:38][CH2:39][C@H:40]([OH:43])[CH2:41][OH:42])=[CH:34][N:33]=4)[CH2:28][CH2:27]3)[C:14]=2[C@@H:44]([F:55])[C:45]2[CH:50]=[CH:49][C:48]([C:51]([F:54])([F:53])[F:52])=[CH:47][CH:46]=2)[CH2:9][CH2:8]1. Product: [ClH:1].[ClH:1].[F:56][C:7]1([F:6])[CH2:8][CH2:9][CH:10]([C:13]2[C:22]3[C@@H:21]([OH:23])[CH2:20][C:19]([CH3:24])([CH3:25])[CH2:18][C:17]=3[N:16]=[C:15]([CH:26]3[CH2:31][CH2:30][N:29]([C:32]4[N:37]=[CH:36][C:35]([O:38][CH2:39][C@H:40]([OH:43])[CH2:41][OH:42])=[CH:34][N:33]=4)[CH2:28][CH2:27]3)[C:14]=2[C@@H:44]([F:55])[C:45]2[CH:50]=[CH:49][C:48]([C:51]([F:52])([F:54])[F:53])=[CH:47][CH:46]=2)[CH2:11][CH2:12]1. The catalyst class is: 310. (3) Reactant: [Br:1][C:2]1[CH:10]=[CH:9][C:5]([C:6](O)=[O:7])=[CH:4][CH:3]=1.OC1C2N=N[NH:17][C:16]=2C=CC=1.C(N(C(C)C)CC)(C)C.CN. Product: [Br:1][C:2]1[CH:10]=[CH:9][C:5]([C:6]([NH:17][CH3:16])=[O:7])=[CH:4][CH:3]=1. The catalyst class is: 3. (4) Reactant: [F:1][C:2]([F:17])([F:16])[C:3]1[N:4]=[CH:5][N:6]([CH2:8][O:9][CH2:10][CH2:11][Si:12]([CH3:15])([CH3:14])[CH3:13])[CH:7]=1.C([Li])CCC.[O:23]1[CH2:28][CH2:27][C:26](=[O:29])[CH2:25][CH2:24]1. Product: [F:17][C:2]([F:16])([F:1])[C:3]1[N:4]=[C:5]([C:26]2([OH:29])[CH2:27][CH2:28][O:23][CH2:24][CH2:25]2)[N:6]([CH2:8][O:9][CH2:10][CH2:11][Si:12]([CH3:13])([CH3:14])[CH3:15])[CH:7]=1. The catalyst class is: 7. (5) Product: [CH3:22][C:7]1[CH:8]=[C:9]([S:12][CH2:13][CH2:14][C@H:15]([O:17][C:32]2[CH:33]=[CH:34][C:35]([C:37]([F:40])([F:39])[F:38])=[CH:36][C:31]=2[O:24][C:25]2[CH:26]=[CH:27][CH:28]=[CH:29][CH:30]=2)[CH3:16])[CH:10]=[CH:11][C:6]=1[CH2:5][CH2:4][C:3]([OH:2])=[O:23]. Reactant: C[O:2][C:3](=[O:23])[CH2:4][CH2:5][C:6]1[CH:11]=[CH:10][C:9]([S:12][CH2:13][CH2:14][C@@H:15]([O:17]S(C)(=O)=O)[CH3:16])=[CH:8][C:7]=1[CH3:22].[O:24]([C:31]1[CH:36]=[C:35]([C:37]([F:40])([F:39])[F:38])[CH:34]=[CH:33][C:32]=1O)[C:25]1[CH:30]=[CH:29][CH:28]=[CH:27][CH:26]=1.C(=O)([O-])[O-].[Cs+].[Cs+].[OH-].[Na+]. The catalyst class is: 3. (6) Reactant: [C:1]([O:5][CH2:6][CH:7]([N:11]([C:16]([O:18][C:19]([CH3:22])([CH3:21])[CH3:20])=[O:17])[CH2:12][CH2:13][C:14]#[N:15])[C:8]([OH:10])=[O:9])([CH3:4])([CH3:3])[CH3:2].[C:23](=O)([O-])[O-].[K+].[K+].IC. Product: [CH3:23][O:9][C:8](=[O:10])[CH:7]([N:11]([C:16]([O:18][C:19]([CH3:22])([CH3:21])[CH3:20])=[O:17])[CH2:12][CH2:13][C:14]#[N:15])[CH2:6][O:5][C:1]([CH3:3])([CH3:4])[CH3:2]. The catalyst class is: 18. (7) Reactant: [CH3:1][C:2]1[CH:7]=[CH:6][CH:5]=[CH:4][N:3]=1.[Li]C(C)(C)C.[F:13][C:14]1[CH:15]=[CH:16][C:17]([O:36][CH3:37])=[C:18]([C:20]([CH3:35])([CH3:34])[CH2:21]/[C:22](=[N:27]/S(C(C)(C)C)=O)/[C:23]([F:26])([F:25])[F:24])[CH:19]=1. Product: [F:13][C:14]1[CH:15]=[CH:16][C:17]([O:36][CH3:37])=[C:18]([C:20]([CH3:34])([CH3:35])[CH2:21][C:22]([NH2:27])([CH2:1][C:2]2[CH:7]=[CH:6][CH:5]=[CH:4][N:3]=2)[C:23]([F:26])([F:25])[F:24])[CH:19]=1. The catalyst class is: 773. (8) Reactant: [CH3:1][O:2][C:3]1[CH:4]=[C:5]2[C:10](=[CH:11][C:12]=1[O:13][CH3:14])[N:9]=[CH:8][N:7]=[C:6]2[O:15][C:16]1[CH:22]=[CH:21][C:19]([NH2:20])=[C:18]([O:23][CH3:24])[CH:17]=1.C(N(CC)CC)C.ClC(Cl)(O[C:36](=[O:42])OC(Cl)(Cl)Cl)Cl.[CH3:44][N:45]1[CH2:50][CH2:49][N:48]([CH2:51][CH2:52][CH2:53][NH2:54])[CH2:47][CH2:46]1. Product: [CH3:1][O:2][C:3]1[CH:4]=[C:5]2[C:10](=[CH:11][C:12]=1[O:13][CH3:14])[N:9]=[CH:8][N:7]=[C:6]2[O:15][C:16]1[CH:22]=[CH:21][C:19]([NH:20][C:36]([NH:54][CH2:53][CH2:52][CH2:51][N:48]2[CH2:47][CH2:46][N:45]([CH3:44])[CH2:50][CH2:49]2)=[O:42])=[C:18]([O:23][CH3:24])[CH:17]=1. The catalyst class is: 146. (9) Reactant: [NH2:1][C:2]1[S:6][C:5]([C:7]([O:9][C:10]([CH3:13])([CH3:12])[CH3:11])=[O:8])=[C:4]([CH3:14])[C:3]=1[C:15]([O:17][CH2:18][CH3:19])=[O:16].C1N=CN([C:25]([N:27]2C=N[CH:29]=[CH:28]2)=[O:26])C=1.C(N(CC)CC)C.[CH3:39][O:40][C:41]1[CH:48]=[C:47]([O:49][CH3:50])C=C[C:42]=1[CH2:43]N. Product: [CH3:50][O:49][C:47]1[CH:48]=[C:41]([O:40][CH3:39])[CH:42]=[CH:43][C:29]=1[CH2:28][NH:27][C:25]([NH:1][C:2]1[S:6][C:5]([C:7]([O:9][C:10]([CH3:11])([CH3:12])[CH3:13])=[O:8])=[C:4]([CH3:14])[C:3]=1[C:15]([O:17][CH2:18][CH3:19])=[O:16])=[O:26]. The catalyst class is: 4. (10) Reactant: [H-].[Li+].[Al+3].[H-].[H-].[H-].[CH3:7][C:8]1[CH:17]=[CH:16][C:11]([C:12](OC)=[O:13])=[CH:10][N:9]=1.O.[OH-].[Na+]. Product: [CH3:7][C:8]1[N:9]=[CH:10][C:11]([CH2:12][OH:13])=[CH:16][CH:17]=1. The catalyst class is: 1.